From a dataset of Full USPTO retrosynthesis dataset with 1.9M reactions from patents (1976-2016). Predict the reactants needed to synthesize the given product. (1) The reactants are: [CH3:1][N:2]1[N:11]=[N:10][C:9]2[N:5]([CH:6]=[N:7][C:8]=2[C:12]([NH2:14])=[O:13])[C:3]1=[O:4].Cl.C1COCC1.C(O)(=O)C. Given the product [CH3:1][N:2]1[N:11]=[N:10][C:9]2[N:5]([CH:6]=[N:7][C:8]=2[C:12]([NH2:14])=[O:13])[C:3]1=[O:4], predict the reactants needed to synthesize it. (2) Given the product [CH3:10][C:2]1[CH:7]=[C:6]2[C:5](=[CH:4][CH:3]=1)[NH:8][C:14]1[CH2:13][CH:12]3[NH:20][CH:16]([C:15]2=1)[CH2:17][CH2:18][CH2:19]3, predict the reactants needed to synthesize it. The reactants are: Cl.[C:2]1([CH3:10])[CH:7]=[CH:6][C:5]([NH:8]N)=[CH:4][CH:3]=1.Cl.[CH:12]12[NH:20][CH:16]([CH2:17][CH2:18][CH2:19]1)[CH2:15][C:14](=O)[CH2:13]2.S(=O)(=O)(O)O. (3) Given the product [F:27][C:16]1[C:15]([CH:13]2[CH2:12][O:14]2)=[C:24]2[C:19]([CH:20]=[CH:21][C:22]([O:25][CH3:26])=[N:23]2)=[N:18][CH:17]=1, predict the reactants needed to synthesize it. The reactants are: CC1C=CC(S(O[CH2:12][CH:13]([C:15]2[C:24]3[C:19](=[CH:20][CH:21]=[C:22]([O:25][CH3:26])[N:23]=3)[N:18]=[CH:17][C:16]=2[F:27])[OH:14])(=O)=O)=CC=1.C(=O)([O-])[O-].[K+].[K+]. (4) Given the product [C:4]([O:8][C:9]([N:11]([CH2:12][C:13](=[O:14])[CH3:1])[CH2:19][C:20]([OH:22])=[O:21])=[O:10])([CH3:7])([CH3:6])[CH3:5], predict the reactants needed to synthesize it. The reactants are: [CH3:1][Mg]Br.[C:4]([O:8][C:9]([N:11]([CH2:19][C:20]([OH:22])=[O:21])[CH2:12][C:13](N(OC)C)=[O:14])=[O:10])([CH3:7])([CH3:6])[CH3:5].[Cl-].[NH4+].O. (5) Given the product [CH2:10]([CH2:2][CH2:3][CH2:4][CH2:5][C:6]([OH:8])=[O:7])[CH2:9][CH2:30][CH2:29][CH2:28][CH2:27][NH2:26], predict the reactants needed to synthesize it. The reactants are: C(O)(=O)[C:2]1[CH:10]=[CH:9][C:5]([C:6]([OH:8])=[O:7])=[CH:4][CH:3]=1.C(O)(=O)C1C=CC=C(C(O)=O)C=1.C[NH:26][CH2:27][CH2:28][CH2:29][CH2:30]CCN(C)C.C(O)(=O)CCCCC(O)=O.C(O)(=O)CCCCCCCC(O)=O.C1C(CC2CCC(N)CC2)CCC(N)C1. (6) Given the product [CH:22]1([CH2:21][C@:10]([OH:9])([CH3:24])[C:11]([O:13][CH2:14][C:15]2[CH:20]=[CH:19][CH:18]=[CH:17][CH:16]=2)=[O:12])[CH2:4][CH2:23]1, predict the reactants needed to synthesize it. The reactants are: ClCI.[CH2:4]([Zn]CC)C.[OH:9][C@:10]([CH3:24])([CH2:21][CH:22]=[CH2:23])[C:11]([O:13][CH2:14][C:15]1[CH:20]=[CH:19][CH:18]=[CH:17][CH:16]=1)=[O:12]. (7) The reactants are: [F:1][C:2]1[CH:10]=[CH:9][C:8]([C:11]2[CH:12]=[C:13]3[C:25]([C:26](=[O:29])[NH:27][CH3:28])=[C:24]([C:30]4[CH:35]=[CH:34][C:33]([F:36])=[CH:32][CH:31]=4)[O:23][C:14]3=[N:15][C:16]=2[NH:17][CH2:18][C:19]([F:22])([F:21])[F:20])=[CH:7][C:3]=1[C:4](O)=[O:5].C(N(C(C)C)C(C)C)C.Cl.Cl.[C:48]12([NH2:53])[CH2:52][CH:50]([CH2:51]1)[CH2:49]2.CN(C(ON1N=NC2C=CC=NC1=2)=[N+](C)C)C.F[P-](F)(F)(F)(F)F. Given the product [C:48]12([NH:53][C:4]([C:3]3[CH:7]=[C:8]([C:11]4[CH:12]=[C:13]5[C:25]([C:26]([NH:27][CH3:28])=[O:29])=[C:24]([C:30]6[CH:35]=[CH:34][C:33]([F:36])=[CH:32][CH:31]=6)[O:23][C:14]5=[N:15][C:16]=4[NH:17][CH2:18][C:19]([F:22])([F:21])[F:20])[CH:9]=[CH:10][C:2]=3[F:1])=[O:5])[CH2:52][CH:50]([CH2:51]1)[CH2:49]2, predict the reactants needed to synthesize it. (8) The reactants are: S(O)(O)(=O)=O.[NH2:6][C:7]1[N:16]=[C:15]2[C:10]([CH:11]=[CH:12][C:13](=[O:17])[NH:14]2)=[CH:9][CH:8]=1.[OH-].[Na+]. Given the product [NH2:6][C:7]1[N:16]=[C:15]2[C:10]([CH:11]=[CH:12][C:13](=[O:17])[NH:14]2)=[CH:9][CH:8]=1, predict the reactants needed to synthesize it. (9) Given the product [CH3:25][O:26][C:27](=[O:34])[CH2:28][CH2:29][CH2:30][C:31](=[O:32])[NH:1][C:2]1[CH:15]=[C:14]2[C:9]([N:10]=[CH:11][CH:12]=[CH:13]2)=[C:8]2[C:3]=1[CH:4]=[CH:5][CH:6]=[N:7]2, predict the reactants needed to synthesize it. The reactants are: [NH2:1][C:2]1[CH:15]=[C:14]2[C:9]([N:10]=[CH:11][CH:12]=[CH:13]2)=[C:8]2[C:3]=1[CH:4]=[CH:5][CH:6]=[N:7]2.CCN(C(C)C)C(C)C.[CH3:25][O:26][C:27](=[O:34])[CH2:28][CH2:29][CH2:30][C:31](Cl)=[O:32]. (10) Given the product [Cl:31][C:26]1[CH:27]=[CH:28][CH:29]=[CH:30][C:25]=1[C:23]1[CH2:22][CH2:21][C@@H:16]([C:17]([O:19][CH3:20])=[O:18])[N:15]=1, predict the reactants needed to synthesize it. The reactants are: C(O)(C(F)(F)F)=O.C(OC([NH:15][C@@H:16]([CH2:21][CH2:22][C:23]([C:25]1[CH:30]=[CH:29][CH:28]=[CH:27][C:26]=1[Cl:31])=O)[C:17]([O:19][CH3:20])=[O:18])=O)(C)(C)C.